From a dataset of Full USPTO retrosynthesis dataset with 1.9M reactions from patents (1976-2016). Predict the reactants needed to synthesize the given product. (1) Given the product [CH2:22]([O:29][C:30]1[CH:31]=[CH:32][C:33]([CH2:36][CH2:13][C:7]2[CH:6]=[CH:5][C:4]3[C:9](=[CH:10][C:11]([F:12])=[C:2]([F:1])[CH:3]=3)[N:8]=2)=[CH:34][CH:35]=1)[C:23]1[CH:24]=[CH:25][CH:26]=[CH:27][CH:28]=1, predict the reactants needed to synthesize it. The reactants are: [F:1][C:2]1[CH:3]=[C:4]2[C:9](=[CH:10][C:11]=1[F:12])[N:8]=[C:7]([CH3:13])[CH:6]=[CH:5]2.C([N-]C(C)C)(C)C.[Li+].[CH2:22]([O:29][C:30]1[CH:35]=[CH:34][C:33]([CH2:36]Cl)=[CH:32][CH:31]=1)[C:23]1[CH:28]=[CH:27][CH:26]=[CH:25][CH:24]=1. (2) Given the product [F:1][C:2]1([F:52])[C:6]2[N:7]([CH2:14][C:15]([NH:17][C@H:18]([C:28]3[C:33]([C:34]4[CH:35]=[CH:36][CH:37]=[C:38]5[C:42]=4[N:41]([CH3:43])[N:40]=[C:39]5[NH:44][S:45]([CH3:48])(=[O:47])=[O:46])=[CH:32][N:31]=[C:30]([N:77]4[CH2:78][C:75]([OH:79])([CH3:74])[CH2:76]4)[N:29]=3)[CH2:19][C:20]3[CH:21]=[C:22]([F:27])[CH:23]=[C:24]([F:26])[CH:25]=3)=[O:16])[N:8]=[C:9]([C:10]([F:11])([F:13])[F:12])[C:5]=2[C@H:4]2[CH2:51][C@@H:3]12, predict the reactants needed to synthesize it. The reactants are: [F:1][C:2]1([F:52])[C:6]2[N:7]([CH2:14][C:15]([NH:17][C@H:18]([C:28]3[C:33]([C:34]4[CH:35]=[CH:36][CH:37]=[C:38]5[C:42]=4[N:41]([CH3:43])[N:40]=[C:39]5[NH:44][S:45]([CH3:48])(=[O:47])=[O:46])=[CH:32][N:31]=[C:30](SC)[N:29]=3)[CH2:19][C:20]3[CH:25]=[C:24]([F:26])[CH:23]=[C:22]([F:27])[CH:21]=3)=[O:16])[N:8]=[C:9]([C:10]([F:13])([F:12])[F:11])[C:5]=2[C@H:4]2[CH2:51][C@@H:3]12.C1C=C(Cl)C=C(C(OO)=O)C=1.C(N(CC)C(C)C)(C)C.Cl.[CH3:74][C:75]1([OH:79])[CH2:78][NH:77][CH2:76]1. (3) Given the product [CH3:16][O:15][C:3]1[CH:4]=[C:5]([N:8]2[CH:12]=[CH:11][C:10]([NH:13][CH3:14])=[N:9]2)[CH:6]=[CH:7][C:2]=1[B:17]1[O:21][C:20]([CH3:23])([CH3:22])[C:19]([CH3:25])([CH3:24])[O:18]1, predict the reactants needed to synthesize it. The reactants are: Br[C:2]1[CH:7]=[CH:6][C:5]([N:8]2[CH:12]=[CH:11][C:10]([NH:13][CH3:14])=[N:9]2)=[CH:4][C:3]=1[O:15][CH3:16].[B:17]1([B:17]2[O:21][C:20]([CH3:23])([CH3:22])[C:19]([CH3:25])([CH3:24])[O:18]2)[O:21][C:20]([CH3:23])([CH3:22])[C:19]([CH3:25])([CH3:24])[O:18]1.C([O-])(=O)C.[K+]. (4) Given the product [Cl:8][C:6]1[N:5]=[CH:4][C:3]2[NH:9][C:10](=[O:19])[CH:11]([CH3:18])[N:12]([CH2:13][CH2:14][CH:15]([CH3:17])[CH3:16])[C:2]=2[CH:7]=1, predict the reactants needed to synthesize it. The reactants are: Cl[C:2]1[CH:7]=[C:6]([Cl:8])[N:5]=[CH:4][C:3]=1[NH:9][C:10](=[O:19])[C@H:11]([CH3:18])[NH:12][CH2:13][CH2:14][CH:15]([CH3:17])[CH3:16].P([O-])([O-])([O-])=O.[K+].[K+].[K+]. (5) Given the product [S:1]1[CH:5]=[CH:4][CH:3]=[C:2]1[CH2:6][NH:7][C:8](=[O:9])[O:10][C:11]([CH3:14])([CH3:13])[CH3:12], predict the reactants needed to synthesize it. The reactants are: [S:1]1[CH:5]=[CH:4][CH:3]=[C:2]1[CH2:6][NH2:7].[C:8](O[C:8]([O:10][C:11]([CH3:14])([CH3:13])[CH3:12])=[O:9])([O:10][C:11]([CH3:14])([CH3:13])[CH3:12])=[O:9]. (6) Given the product [CH2:1]([O:21][C:25]([CH3:26])([CH3:31])[C:30]([O:24][C:25]([CH3:31])([CH3:30])[CH3:26])=[O:22])[CH2:2][CH2:3][CH2:4]/[CH:5]=[CH:6]\[CH2:7]/[CH:8]=[CH:9]\[CH2:10]/[CH:11]=[CH:12]\[CH2:13]/[CH:14]=[CH:15]\[CH2:16]/[CH:17]=[CH:18]\[CH2:19][CH3:20], predict the reactants needed to synthesize it. The reactants are: [CH2:1]([OH:21])[CH2:2][CH2:3][CH2:4]/[CH:5]=[CH:6]\[CH2:7]/[CH:8]=[CH:9]\[CH2:10]/[CH:11]=[CH:12]\[CH2:13]/[CH:14]=[CH:15]\[CH2:16]/[CH:17]=[CH:18]\[CH2:19][CH3:20].[OH-:22].[Na+].[OH2:24].[C:25]1([CH3:31])[CH:30]=CC=C[CH:26]=1.